The task is: Predict the reactants needed to synthesize the given product.. This data is from Full USPTO retrosynthesis dataset with 1.9M reactions from patents (1976-2016). The reactants are: C([SiH](CC)CC)C.ClC(Cl)(Cl)C(O)=O.[Br:15][C:16]1[CH:24]=[C:23]2[C:19]([CH:20]=[CH:21][NH:22]2)=[CH:18][CH:17]=1.[C:25]1(=O)[CH2:30][CH2:29][CH2:28][CH2:27][CH2:26]1. Given the product [Br:15][C:16]1[CH:24]=[C:23]2[C:19]([C:20]([CH:25]3[CH2:30][CH2:29][CH2:28][CH2:27][CH2:26]3)=[CH:21][NH:22]2)=[CH:18][CH:17]=1, predict the reactants needed to synthesize it.